Dataset: Catalyst prediction with 721,799 reactions and 888 catalyst types from USPTO. Task: Predict which catalyst facilitates the given reaction. Reactant: [F:1][C:2]1[CH:24]=[CH:23][C:5]([O:6][C:7]2[CH:8]=[C:9]([NH:13][C:14]([C:16]3([CH3:22])[CH2:21][CH2:20][NH:19][CH2:18][CH2:17]3)=[O:15])[CH:10]=[CH:11][CH:12]=2)=[CH:4][CH:3]=1.Cl[C:26]1[C:27]2[C:34]([Cl:35])=[CH:33][NH:32][C:28]=2[N:29]=[CH:30][N:31]=1.C(N(CC)CC)C. Product: [Cl:35][C:34]1[C:27]2[C:26]([N:19]3[CH2:18][CH2:17][C:16]([CH3:22])([C:14]([NH:13][C:9]4[CH:10]=[CH:11][CH:12]=[C:7]([O:6][C:5]5[CH:23]=[CH:24][C:2]([F:1])=[CH:3][CH:4]=5)[CH:8]=4)=[O:15])[CH2:21][CH2:20]3)=[N:31][CH:30]=[N:29][C:28]=2[NH:32][CH:33]=1. The catalyst class is: 32.